Dataset: Full USPTO retrosynthesis dataset with 1.9M reactions from patents (1976-2016). Task: Predict the reactants needed to synthesize the given product. (1) Given the product [F:1][C:2]1[CH:7]=[C:6]([O:8][C:9]2[CH:14]=[CH:13][N:12]=[C:11]([C:15]3[CH:16]=[N:17][N:18]([CH3:20])[CH:19]=3)[CH:10]=2)[C:5]([F:21])=[CH:4][C:3]=1[NH:22][C:23]([C:25]1([C:28]([NH:68][C:67]2[CH:69]=[CH:70][C:64]([F:63])=[CH:65][CH:66]=2)=[O:30])[CH2:27][CH2:26]1)=[O:24], predict the reactants needed to synthesize it. The reactants are: [F:1][C:2]1[CH:7]=[C:6]([O:8][C:9]2[CH:14]=[CH:13][N:12]=[C:11]([C:15]3[CH:16]=[N:17][N:18]([CH3:20])[CH:19]=3)[CH:10]=2)[C:5]([F:21])=[CH:4][C:3]=1[NH:22][C:23]([C:25]1([C:28]([O-:30])=O)[CH2:27][CH2:26]1)=[O:24].[Li+].CN(C(ON1N=NC2C=CC=CC1=2)=[N+](C)C)C.[B-](F)(F)(F)F.CCN(C(C)C)C(C)C.[F:63][C:64]1[CH:70]=[CH:69][C:67]([NH2:68])=[CH:66][CH:65]=1. (2) Given the product [CH3:17][O:18][C:19]1[CH:24]=[CH:23][C:22]([CH2:25][C:26]([N:9]([CH:2]([CH3:1])[C:3]2[CH:8]=[CH:7][CH:6]=[CH:5][CH:4]=2)[CH:10]2[CH2:15][CH2:14][N:13]([CH3:16])[CH2:12][CH2:11]2)=[O:27])=[CH:21][CH:20]=1, predict the reactants needed to synthesize it. The reactants are: [CH3:1][CH:2]([NH:9][CH:10]1[CH2:15][CH2:14][N:13]([CH3:16])[CH2:12][CH2:11]1)[C:3]1[CH:8]=[CH:7][CH:6]=[CH:5][CH:4]=1.[CH3:17][O:18][C:19]1[CH:24]=[CH:23][C:22]([CH2:25][C:26](Cl)=[O:27])=[CH:21][CH:20]=1.